From a dataset of NCI-60 drug combinations with 297,098 pairs across 59 cell lines. Regression. Given two drug SMILES strings and cell line genomic features, predict the synergy score measuring deviation from expected non-interaction effect. (1) Drug 1: C1=CC(=CC=C1CCCC(=O)O)N(CCCl)CCCl. Drug 2: CCC1=C2CN3C(=CC4=C(C3=O)COC(=O)C4(CC)O)C2=NC5=C1C=C(C=C5)O. Cell line: RXF 393. Synergy scores: CSS=23.2, Synergy_ZIP=-8.50, Synergy_Bliss=-5.53, Synergy_Loewe=-10.6, Synergy_HSA=-0.831. (2) Drug 1: C1CC(=O)NC(=O)C1N2CC3=C(C2=O)C=CC=C3N. Drug 2: CC12CCC3C(C1CCC2=O)CC(=C)C4=CC(=O)C=CC34C. Cell line: HT29. Synergy scores: CSS=11.3, Synergy_ZIP=-1.10, Synergy_Bliss=-3.84, Synergy_Loewe=-38.4, Synergy_HSA=-2.21. (3) Drug 1: CC=C1C(=O)NC(C(=O)OC2CC(=O)NC(C(=O)NC(CSSCCC=C2)C(=O)N1)C(C)C)C(C)C. Drug 2: C1=CN(C=N1)CC(O)(P(=O)(O)O)P(=O)(O)O. Cell line: SK-OV-3. Synergy scores: CSS=18.3, Synergy_ZIP=0.826, Synergy_Bliss=0.781, Synergy_Loewe=-50.0, Synergy_HSA=1.37. (4) Drug 1: COC1=C(C=C2C(=C1)N=CN=C2NC3=CC(=C(C=C3)F)Cl)OCCCN4CCOCC4. Drug 2: C1CC(=O)NC(=O)C1N2C(=O)C3=CC=CC=C3C2=O. Synergy scores: CSS=38.1, Synergy_ZIP=-0.126, Synergy_Bliss=2.56, Synergy_Loewe=-4.61, Synergy_HSA=2.68. Cell line: SR. (5) Drug 1: C1CN1C2=NC(=NC(=N2)N3CC3)N4CC4. Drug 2: C1=NC2=C(N1)C(=S)N=C(N2)N. Cell line: OVCAR-5. Synergy scores: CSS=67.6, Synergy_ZIP=-3.96, Synergy_Bliss=-0.670, Synergy_Loewe=-0.911, Synergy_HSA=2.90. (6) Synergy scores: CSS=9.58, Synergy_ZIP=-1.59, Synergy_Bliss=0.849, Synergy_Loewe=-2.75, Synergy_HSA=-0.555. Cell line: SK-MEL-28. Drug 2: CN(CCCl)CCCl.Cl. Drug 1: CC1=CC=C(C=C1)C2=CC(=NN2C3=CC=C(C=C3)S(=O)(=O)N)C(F)(F)F. (7) Drug 2: CC1=C2C(C(=O)C3(C(CC4C(C3C(C(C2(C)C)(CC1OC(=O)C(C(C5=CC=CC=C5)NC(=O)C6=CC=CC=C6)O)O)OC(=O)C7=CC=CC=C7)(CO4)OC(=O)C)O)C)OC(=O)C. Synergy scores: CSS=40.5, Synergy_ZIP=-1.73, Synergy_Bliss=-4.22, Synergy_Loewe=-8.86, Synergy_HSA=-2.49. Drug 1: CCC1=CC2CC(C3=C(CN(C2)C1)C4=CC=CC=C4N3)(C5=C(C=C6C(=C5)C78CCN9C7C(C=CC9)(C(C(C8N6C)(C(=O)OC)O)OC(=O)C)CC)OC)C(=O)OC.C(C(C(=O)O)O)(C(=O)O)O. Cell line: CCRF-CEM. (8) Cell line: HOP-62. Synergy scores: CSS=45.6, Synergy_ZIP=-2.21, Synergy_Bliss=0.272, Synergy_Loewe=-0.203, Synergy_HSA=0.189. Drug 2: CCC1(C2=C(COC1=O)C(=O)N3CC4=CC5=C(C=CC(=C5CN(C)C)O)N=C4C3=C2)O.Cl. Drug 1: CC1=C(C=C(C=C1)NC(=O)C2=CC=C(C=C2)CN3CCN(CC3)C)NC4=NC=CC(=N4)C5=CN=CC=C5.